Predict the reaction yield, written as a fraction of the theoretical maximum amount of product (1.0 means a 100% yield; for example, 0.34 means a 34% yield). From a dataset of Reaction yield outcomes from USPTO patents with 853,638 reactions. (1) The reactants are [F:1][C:2]1[CH:7]=[CH:6][CH:5]=[C:4]([F:8])[C:3]=1[C:9]1[O:10][C:11]([O:19][CH2:20][CH3:21])=[C:12]([C:14]([O:16]CC)=[O:15])[N:13]=1.Cl. The catalyst is [OH-].[K+]. The product is [F:1][C:2]1[CH:7]=[CH:6][CH:5]=[C:4]([F:8])[C:3]=1[C:9]1[O:10][C:11]([O:19][CH2:20][CH3:21])=[C:12]([C:14]([OH:16])=[O:15])[N:13]=1. The yield is 0.670. (2) The reactants are F[P-](F)(F)(F)(F)F.[N:8]1(O[P+](N(C)C)(N(C)C)N(C)C)[C:12]2[CH:13]=[CH:14][CH:15]=[CH:16][C:11]=2[N:10]=N1.[Cl:28][C:29]1[CH:30]=[C:31]([C:36]2[CH:41]=[C:40]([C:42]([F:45])([F:44])[F:43])[N:39]3[N:46]=[C:47]([C:49](O)=[O:50])[CH:48]=[C:38]3[N:37]=2)[CH:32]=[CH:33][C:34]=1[Cl:35].N1C=CC=CC=1CN.C(N(CC)CC)C. The catalyst is O1CCCC1.C(OCC)C. The product is [N:10]1[CH:11]=[CH:16][CH:15]=[CH:14][C:13]=1[CH2:12][NH:8][C:49]([C:47]1[CH:48]=[C:38]2[N:37]=[C:36]([C:31]3[CH:32]=[CH:33][C:34]([Cl:35])=[C:29]([Cl:28])[CH:30]=3)[CH:41]=[C:40]([C:42]([F:43])([F:44])[F:45])[N:39]2[N:46]=1)=[O:50]. The yield is 0.590. (3) The reactants are C(OC(=O)[NH:7][CH2:8][C:9]#[C:10][C:11]1[CH:12]=[N:13][C:14]([NH2:29])=[C:15]([O:17][CH:18]([C:20]2[C:25]([Cl:26])=[CH:24][CH:23]=[C:22]([F:27])[C:21]=2[Cl:28])[CH3:19])[CH:16]=1)(C)(C)C. The catalyst is C(O)(C(F)(F)F)=O.ClCCl. The product is [NH2:7][CH2:8][C:9]#[C:10][C:11]1[CH:16]=[C:15]([O:17][CH:18]([C:20]2[C:25]([Cl:26])=[CH:24][CH:23]=[C:22]([F:27])[C:21]=2[Cl:28])[CH3:19])[C:14]([NH2:29])=[N:13][CH:12]=1. The yield is 0.930. (4) The reactants are [CH3:1][C@@:2]12[C:9]([CH3:11])([CH3:10])[CH:6]([CH2:7][CH2:8]1)[C:5](=[O:12])[CH2:4][C:3]2=[O:13].C(N(CC)CC)C.[N+:21]([C:24]1[CH:29]=[CH:28][C:27]([N:30]=[C:31]=[O:32])=[CH:26][CH:25]=1)([O-:23])=[O:22].Cl. The catalyst is CN(C)C1C=CN=CC=1.ClCCl. The product is [N+:21]([C:24]1[CH:25]=[CH:26][C:27]([NH:30][C:31]([CH:4]2[C:5](=[O:12])[CH:6]3[C:9]([CH3:10])([CH3:11])[C@:2]([CH3:1])([CH2:8][CH2:7]3)[C:3]2=[O:13])=[O:32])=[CH:28][CH:29]=1)([O-:23])=[O:22]. The yield is 0.420.